From a dataset of Reaction yield outcomes from USPTO patents with 853,638 reactions. Predict the reaction yield, written as a fraction of the theoretical maximum amount of product (1.0 means a 100% yield; for example, 0.34 means a 34% yield). (1) The reactants are [Cl:1][C:2]1[CH:3]=[C:4]([C:8]2[C:13]3[N:14]=[CH:15][S:16][C:12]=3[CH:11]=[C:10]([CH2:17][C:18]3[CH:23]=[CH:22][C:21]([N+:24]([O-])=O)=[CH:20][CH:19]=3)[CH:9]=2)[CH:5]=[CH:6][CH:7]=1.Cl. The catalyst is C(OCC)(=O)C.CCOCC.[Pd]. The product is [Cl:1][C:2]1[CH:3]=[C:4]([C:8]2[C:13]3[N:14]=[CH:15][S:16][C:12]=3[CH:11]=[C:10]([CH2:17][C:18]3[CH:19]=[CH:20][C:21]([NH2:24])=[CH:22][CH:23]=3)[CH:9]=2)[CH:5]=[CH:6][CH:7]=1. The yield is 0.310. (2) The reactants are [CH2:1]([NH:3][C:4]1[CH:5]=[C:6]([N:13]2[CH2:18][CH2:17][N:16]([C:19]([O:21][C:22]([CH3:25])([CH3:24])[CH3:23])=[O:20])[CH2:15][CH2:14]2)[CH:7]=[CH:8][C:9]=1[N+:10]([O-])=O)[CH3:2].CCO.O.NN. The catalyst is CCO.C1COCC1.[Ni]. The product is [NH2:10][C:9]1[CH:8]=[CH:7][C:6]([N:13]2[CH2:18][CH2:17][N:16]([C:19]([O:21][C:22]([CH3:23])([CH3:24])[CH3:25])=[O:20])[CH2:15][CH2:14]2)=[CH:5][C:4]=1[NH:3][CH2:1][CH3:2]. The yield is 0.930. (3) The reactants are CCN(C(C)C)C(C)C.[F:10][C:11]1[CH:16]=[CH:15][CH:14]=[CH:13][C:12]=1[C:17]1[NH:21][N:20]=[C:19]([C:22]([OH:24])=O)[CH:18]=1.C1(C2NN=C(C(O)=O)C=2)C=CC=CC=1.FC1C=CC=CC=1C(=O)C.C1C=CC2N(O)N=NC=2C=1.CCN=C=NCCCN(C)C.Cl.Cl.[NH2:72][CH2:73][C:74]([N:76]1[CH2:81][CH2:80][CH:79]([O:82][C:83]2[CH:88]=[CH:87][CH:86]=[CH:85][C:84]=2[Cl:89])[CH2:78][CH2:77]1)=[O:75]. The catalyst is CN(C=O)C.O. The product is [Cl:89][C:84]1[CH:85]=[CH:86][CH:87]=[CH:88][C:83]=1[O:82][CH:79]1[CH2:78][CH2:77][N:76]([C:74](=[O:75])[CH2:73][NH:72][C:22]([C:19]2[CH:18]=[C:17]([C:12]3[CH:13]=[CH:14][CH:15]=[CH:16][C:11]=3[F:10])[NH:21][N:20]=2)=[O:24])[CH2:81][CH2:80]1. The yield is 0.809. (4) The yield is 0.750. The reactants are Cl[C:2]1[CH:11]=[C:10]([C:12]#[N:13])[C:5]([C:6]([O:8]C)=O)=[C:4]([NH:14][C:15]2[CH:20]=[CH:19][CH:18]=[C:17]([S:21]([CH3:24])(=[O:23])=[O:22])[CH:16]=2)[N:3]=1.[NH2:25][C@@H:26]1[CH2:31][CH2:30][CH2:29][CH2:28][C@@H:27]1[NH:32]C(=O)OC(C)(C)C.CCN(CC)CC.C([O-])(O)=O.[Na+]. The product is [NH2:25][C@H:26]1[CH2:31][CH2:30][CH2:29][CH2:28][C@H:27]1[NH:32][C:2]1[N:3]=[C:4]([NH:14][C:15]2[CH:20]=[CH:19][CH:18]=[C:17]([S:21]([CH3:24])(=[O:23])=[O:22])[CH:16]=2)[C:5]2[C:6](=[O:8])[NH:13][CH2:12][C:10]=2[CH:11]=1. The catalyst is C1COCC1.CN(C=O)C. (5) The reactants are [CH:1]1[C:14]2[CH:13]=[C:12](B(O)O)[C:11]3[C:6](=[CH:7][CH:8]=[CH:9][CH:10]=3)[C:5]=2[CH:4]=[CH:3][CH:2]=1.Br[C:19]1[CH:20]=[C:21]([C:26]2[N:31]=[C:30]([C:32]3[CH:37]=[CH:36][CH:35]=[CH:34][CH:33]=3)[N:29]=[C:28]([C:38]3[CH:43]=[CH:42][CH:41]=[CH:40][CH:39]=3)[N:27]=2)[CH:22]=[C:23](Br)[CH:24]=1.C([O-])([O-])=O.[K+].[K+].[N:50]1[CH:55]=[CH:54][CH:53]=[C:52]([C:56]2[CH:57]=[C:58](B(O)O)[CH:59]=[CH:60][CH:61]=2)[CH:51]=1. The catalyst is C1C=CC([P]([Pd]([P](C2C=CC=CC=2)(C2C=CC=CC=2)C2C=CC=CC=2)([P](C2C=CC=CC=2)(C2C=CC=CC=2)C2C=CC=CC=2)[P](C2C=CC=CC=2)(C2C=CC=CC=2)C2C=CC=CC=2)(C2C=CC=CC=2)C2C=CC=CC=2)=CC=1.C(O)C.C1(C)C=CC=CC=1. The product is [C:32]1([C:30]2[N:29]=[C:28]([C:38]3[CH:39]=[CH:40][CH:41]=[CH:42][CH:43]=3)[N:27]=[C:26]([C:21]3[CH:20]=[C:19]([C:58]4[CH:59]=[CH:60][CH:61]=[C:56]([C:52]5[CH:51]=[N:50][CH:55]=[CH:54][CH:53]=5)[CH:57]=4)[CH:24]=[C:23]([C:13]4[C:14]5[C:5]([C:6]6[CH:7]=[CH:8][CH:9]=[CH:10][C:11]=6[CH:12]=4)=[CH:4][CH:3]=[CH:2][CH:1]=5)[CH:22]=3)[N:31]=2)[CH:37]=[CH:36][CH:35]=[CH:34][CH:33]=1. The yield is 0.420. (6) The reactants are [C:1]([O:5][C:6]([N:8]1[CH2:16][C:15]2[C:10](=[N:11][CH:12]=[C:13]([C:17]([OH:19])=[O:18])[CH:14]=2)[C@@H:9]1[CH:20]([CH3:22])[CH3:21])=[O:7])([CH3:4])([CH3:3])[CH3:2].Cl[C:24]1C=C2CN(C(OC(C)(C)C)=O)[C@@H](C(C)C)C2=NC=1.N12CCCN=C1CCCCC2.N#N.F[B-](F)(F)F.C([PH+](C(C)(C)C)C(C)(C)C)(C)(C)C. The catalyst is CO.[C-]#[O+].[C-]#[O+].[C-]#[O+].[C-]#[O+].[C-]#[O+].[C-]#[O+].[Mo]. The product is [CH:20]([C@H:9]1[C:10]2=[N:11][CH:12]=[C:13]([C:17]([O:19][CH3:24])=[O:18])[CH:14]=[C:15]2[CH2:16][N:8]1[C:6]([O:5][C:1]([CH3:4])([CH3:3])[CH3:2])=[O:7])([CH3:22])[CH3:21]. The yield is 0.410. (7) The reactants are [CH:1]1([N:5]2[C:13]3[C:8](=[CH:9][CH:10]=[C:11]([O:14][CH3:15])[CH:12]=3)[CH:7]=[C:6]2[C:16]2[CH:21]=[CH:20][C:19]([N+:22]([O-])=O)=[CH:18][CH:17]=2)[CH2:4][CH2:3][CH2:2]1.[Cl-].[NH4+]. The catalyst is [Fe].CCO.O. The yield is 0.750. The product is [CH:1]1([N:5]2[C:13]3[C:8](=[CH:9][CH:10]=[C:11]([O:14][CH3:15])[CH:12]=3)[CH:7]=[C:6]2[C:16]2[CH:17]=[CH:18][C:19]([NH2:22])=[CH:20][CH:21]=2)[CH2:4][CH2:3][CH2:2]1.